From a dataset of Reaction yield outcomes from USPTO patents with 853,638 reactions. Predict the reaction yield, written as a fraction of the theoretical maximum amount of product (1.0 means a 100% yield; for example, 0.34 means a 34% yield). The reactants are [O:1]=[C:2]([CH2:13][CH2:14][CH2:15][CH2:16][CH2:17][CH2:18][CH2:19][CH2:20]C)/[C:3](/[NH:6][C:7](=[O:12])[O:8][CH2:9][CH:10]=[CH2:11])=[CH:4]/[CH3:5].CON(C)C(=O)/C(/NC(=O)OCC=C)=C/C. No catalyst specified. The product is [CH2:9]([O:8][C:7](=[O:12])[NH:6]/[C:3](/[C:2](=[O:1])[CH2:13][CH2:14][CH2:15][CH2:16][CH2:17][CH2:18][CH2:19][CH3:20])=[CH:4]\[CH3:5])[CH:10]=[CH2:11]. The yield is 0.780.